From a dataset of Forward reaction prediction with 1.9M reactions from USPTO patents (1976-2016). Predict the product of the given reaction. (1) Given the reactants [F:1][C:2]([F:10])([F:9])[C:3]1([C:6](O)=[O:7])[CH2:5][CH2:4]1.[CH3:11][CH:12]([CH3:30])[CH2:13][CH2:14][NH:15][C:16]([C:18]1[N:19]=[N:20][C:21]([N:24]2[CH2:29][CH2:28][NH:27][CH2:26][CH2:25]2)=[CH:22][CH:23]=1)=[O:17], predict the reaction product. The product is: [CH3:11][CH:12]([CH3:30])[CH2:13][CH2:14][NH:15][C:16]([C:18]1[N:19]=[N:20][C:21]([N:24]2[CH2:29][CH2:28][N:27]([C:6]([C:3]3([C:2]([F:10])([F:9])[F:1])[CH2:5][CH2:4]3)=[O:7])[CH2:26][CH2:25]2)=[CH:22][CH:23]=1)=[O:17]. (2) Given the reactants [H-].[Na+].[SH:3][C:4]1[NH:5][C:6](=[O:14])[CH:7]=[C:8]([S:12][CH3:13])[C:9]=1[C:10]#[N:11].Br[CH2:16][C:17]([NH2:19])=[O:18].Cl, predict the reaction product. The product is: [C:10]([C:9]1[C:8]([S:12][CH3:13])=[CH:7][C:6](=[O:14])[NH:5][C:4]=1[S:3][CH2:16][C:17]([NH2:19])=[O:18])#[N:11]. (3) The product is: [CH3:27][N:15]1[C:16]([C:23]([F:24])([F:25])[F:26])=[CH:17][C:18](=[O:20])[N:9]([C:6]2[CH:7]=[CH:8][C:3]([O:2][CH3:1])=[CH:4][CH:5]=2)[C:10]1=[O:11]. Given the reactants [CH3:1][O:2][C:3]1[CH:8]=[CH:7][C:6]([NH:9][C:10](=O)[O:11]CC)=[CH:5][CH:4]=1.[NH2:15][C:16]([C:23]([F:26])([F:25])[F:24])=[CH:17][C:18]([O:20]CC)=O.[C:27](=O)([O-])[O-].[K+].[K+], predict the reaction product. (4) Given the reactants [F:1][C:2]1[CH:7]=[C:6]([F:8])[CH:5]=[CH:4][C:3]=1[CH2:9][C:10](=O)[CH2:11][C:12]([O:14][CH2:15][CH:16]=[CH2:17])=[O:13].C([O-])(=O)C.[NH4+:23].O, predict the reaction product. The product is: [NH2:23]/[C:10](/[CH2:9][C:3]1[CH:4]=[CH:5][C:6]([F:8])=[CH:7][C:2]=1[F:1])=[CH:11]/[C:12]([O:14][CH2:15][CH:16]=[CH2:17])=[O:13].